Dataset: Forward reaction prediction with 1.9M reactions from USPTO patents (1976-2016). Task: Predict the product of the given reaction. (1) Given the reactants BrN1C(=O)CCC1=O.C(OOC(=O)C1C=CC=CC=1)(=O)C1C=CC=CC=1.Br[C:28]1[CH:33]=[C:32]([C:34]([CH3:37])([CH3:36])[CH3:35])[CH:31]=[CH:30][C:29]=1[CH3:38].C(OC(=O)C(C)C(OCC)=O)C.[Na].C(OC(=O)C(C)C(OCC)=O)C.CC[O-].[Na+].BrC1C=C(C(C)(C)C)C=CC=1CBr.[OH-].[Na+], predict the reaction product. The product is: [C:34]([C:32]1[CH:31]=[CH:30][C:29]([CH3:38])=[CH:28][CH:33]=1)([CH3:37])([CH3:36])[CH3:35]. (2) Given the reactants [CH:1]1([CH2:4][O:5][C:6]2[CH:7]=[CH:8][C:9]3[O:13][C:12]([C:14]4[O:18][N:17]=[C:16]([O:19][CH2:20][C@@H:21]([NH:23][C:24](=O)[O:25]C(C)(C)C)[CH3:22])[C:15]=4[CH3:31])=[N:11][C:10]=3[CH:32]=2)[CH2:3][CH2:2]1.[N:33]1C=CC=C[CH:34]=1, predict the reaction product. The product is: [CH:1]1([CH2:4][O:5][C:6]2[CH:7]=[CH:8][C:9]3[O:13][C:12]([C:14]4[O:18][N:17]=[C:16]([O:19][CH2:20][C@@H:21]([NH:23][C:24]([NH:33][CH3:34])=[O:25])[CH3:22])[C:15]=4[CH3:31])=[N:11][C:10]=3[CH:32]=2)[CH2:3][CH2:2]1. (3) Given the reactants [Br:1][C:2]1[CH:3]=[C:4]2[C:8](=[CH:9][CH:10]=1)[NH:7][CH:6]=[C:5]2[CH:11]([CH3:13])[CH3:12].[CH2:14]([O:16][C:17](=[O:31])[CH2:18][O:19][C:20]1[CH:25]=[CH:24][C:23]([S:26](Cl)(=[O:28])=[O:27])=[CH:22][C:21]=1[CH3:30])[CH3:15].C(=O)([O-])[O-].[K+].[K+], predict the reaction product. The product is: [CH2:14]([O:16][C:17](=[O:31])[CH2:18][O:19][C:20]1[CH:25]=[CH:24][C:23]([S:26]([N:7]2[C:8]3[C:4](=[CH:3][C:2]([Br:1])=[CH:10][CH:9]=3)[C:5]([CH:11]([CH3:13])[CH3:12])=[CH:6]2)(=[O:27])=[O:28])=[CH:22][C:21]=1[CH3:30])[CH3:15]. (4) Given the reactants [ClH:1].C(OC([NH:9][CH2:10][C:11]([NH:13][CH2:14][C:15]([NH:17][CH2:18][C:19]([NH:21][C:22]1[CH:27]=[CH:26][CH:25]=[CH:24][C:23]=1[C:28]1[CH:33]=[CH:32][C:31]([CH2:34][C@H:35]([NH:50][C:51]([C@H:53]2[CH2:58][CH2:57][C@H:56]([CH2:59][NH:60]C(OC(C)(C)C)=O)[CH2:55][CH2:54]2)=[O:52])[C:36](=[O:49])[NH:37][C:38]2[CH:43]=[CH:42][C:41]([C:44]3[N:45]=[N:46][NH:47][N:48]=3)=[CH:40][CH:39]=2)=[CH:30][CH:29]=1)=[O:20])=[O:16])=[O:12])=O)(C)(C)C, predict the reaction product. The product is: [ClH:1].[NH2:9][CH2:10][C:11]([NH:13][CH2:14][C:15]([NH:17][CH2:18][C:19]([NH:21][C:22]1[CH:27]=[CH:26][CH:25]=[CH:24][C:23]=1[C:28]1[CH:29]=[CH:30][C:31]([CH2:34][C@H:35]([NH:50][C:51]([C@H:53]2[CH2:58][CH2:57][C@H:56]([CH2:59][NH2:60])[CH2:55][CH2:54]2)=[O:52])[C:36](=[O:49])[NH:37][C:38]2[CH:39]=[CH:40][C:41]([C:44]3[N:45]=[N:46][NH:47][N:48]=3)=[CH:42][CH:43]=2)=[CH:32][CH:33]=1)=[O:20])=[O:16])=[O:12]. (5) The product is: [CH2:12]([N:11]([C:2]1[CH:9]=[CH:8][C:5]([CH:6]=[O:7])=[CH:4][CH:3]=1)[CH3:10])[CH3:13]. Given the reactants F[C:2]1[CH:9]=[CH:8][C:5]([CH:6]=[O:7])=[CH:4][CH:3]=1.[CH3:10][NH:11][CH2:12][CH3:13].C(=O)([O-])[O-].[K+].[K+].O, predict the reaction product. (6) Given the reactants [NH2:1][C:2]1[CH:3]=[C:4]([CH:21]=[CH:22][CH:23]=1)[O:5][C:6]1[CH:7]=[CH:8][C:9]2[N:10]([CH:12]=[C:13]([NH:15][C:16]([CH:18]3[CH2:20][CH2:19]3)=[O:17])[N:14]=2)[CH:11]=1.[C:24](O)(=O)[C:25]1[CH:30]=[CH:29][CH:28]=[CH:27][CH:26]=1.CN(C(ON1N=NC2C=CC=NC1=2)=[N+](C)C)C.F[P-](F)(F)(F)(F)F.C(N(CC)C(C)C)(C)C.B.O1CCCC1, predict the reaction product. The product is: [CH2:24]([NH:1][C:2]1[CH:3]=[C:4]([CH:21]=[CH:22][CH:23]=1)[O:5][C:6]1[CH:7]=[CH:8][C:9]2[N:10]([CH:12]=[C:13]([NH:15][C:16]([CH:18]3[CH2:20][CH2:19]3)=[O:17])[N:14]=2)[CH:11]=1)[C:25]1[CH:30]=[CH:29][CH:28]=[CH:27][CH:26]=1.